This data is from Catalyst prediction with 721,799 reactions and 888 catalyst types from USPTO. The task is: Predict which catalyst facilitates the given reaction. Reactant: [Cl:1][C:2]1[CH:7]=[C:6]2[NH:8][C:9](=[O:39])[C:10]3([CH:15]([C:16]4[CH:21]=[C:20]([Cl:22])[CH:19]=[CH:18][C:17]=4[O:23][C:24]([C:27](O)=[O:28])([CH3:26])[CH3:25])[CH2:14][C:13](=[O:30])[NH:12][CH:11]3[C:31]3[CH:36]=[C:35]([Cl:37])[CH:34]=[CH:33][C:32]=3[CH3:38])[C:5]2=[CH:4][CH:3]=1.C1N=CN(C(N2C=NC=C2)=O)C=1.[CH3:52][S:53]([NH2:56])(=[O:55])=[O:54].[H-].[Na+].Cl. Product: [Cl:1][C:2]1[CH:7]=[C:6]2[NH:8][C:9](=[O:39])[C:10]3([CH:15]([C:16]4[CH:21]=[C:20]([Cl:22])[CH:19]=[CH:18][C:17]=4[O:23][C:24]([CH3:26])([CH3:25])[C:27]([NH:56][S:53]([CH3:52])(=[O:55])=[O:54])=[O:28])[CH2:14][C:13](=[O:30])[NH:12][CH:11]3[C:31]3[CH:36]=[C:35]([Cl:37])[CH:34]=[CH:33][C:32]=3[CH3:38])[C:5]2=[CH:4][CH:3]=1. The catalyst class is: 18.